The task is: Predict the product of the given reaction.. This data is from Forward reaction prediction with 1.9M reactions from USPTO patents (1976-2016). (1) Given the reactants [NH2:1][C:2]1[NH:6][N:5]=[C:4]([SH:7])[N:3]=1.[CH2:8](Br)[C:9]1[CH:14]=[CH:13][CH:12]=[CH:11][CH:10]=1.[OH-].[Na+], predict the reaction product. The product is: [CH2:8]([S:7][C:4]1[N:3]=[C:2]([NH2:1])[NH:6][N:5]=1)[C:9]1[CH:14]=[CH:13][CH:12]=[CH:11][CH:10]=1. (2) Given the reactants Cl[C:2]1[C:7]([CH2:8][CH:9]=O)=[C:6]([Cl:11])[N:5]=[CH:4][N:3]=1.[NH2:12][C@H:13]([CH3:16])[CH2:14][OH:15], predict the reaction product. The product is: [Cl:11][C:6]1[C:7]2[CH:8]=[CH:9][N:12]([C@H:13]([CH3:16])[CH2:14][OH:15])[C:2]=2[N:3]=[CH:4][N:5]=1. (3) Given the reactants Br[CH:2]([C:16]1[CH:21]=[CH:20][CH:19]=[CH:18][C:17]=1[F:22])[C:3]([C:5]1[CH:6]=[CH:7][C:8]2[O:13][CH2:12][C:11](=[O:14])[NH:10][C:9]=2[CH:15]=1)=O.[NH2:23][N:24]1[CH:28]=[CH:27][N:26]=[C:25]1[SH:29].C(O)C, predict the reaction product. The product is: [F:22][C:17]1[CH:18]=[CH:19][CH:20]=[CH:21][C:16]=1[CH:2]1[S:29][C:25]2=[N:26][CH:27]=[CH:28][N:24]2[N:23]=[C:3]1[C:5]1[CH:6]=[CH:7][C:8]2[O:13][CH2:12][C:11](=[O:14])[NH:10][C:9]=2[CH:15]=1. (4) Given the reactants [C:1]([O:5][CH2:6][C:7]1[CH:12]=[CH:11][CH:10]=[CH:9][CH:8]=1)(=[O:4])[CH2:2][OH:3].C(N(CC)CC)C.[CH3:20][S:21](Cl)(=[O:23])=[O:22], predict the reaction product. The product is: [CH2:6]([O:5][C:1](=[O:4])[CH2:2][O:3][S:21]([CH3:20])(=[O:23])=[O:22])[C:7]1[CH:12]=[CH:11][CH:10]=[CH:9][CH:8]=1. (5) Given the reactants [CH:1]1(/[C:4](/OS(C2C=CC(C)=CC=2)(=O)=O)=[C:5](\[CH3:10])/[C:6]([O:8][CH3:9])=[O:7])[CH2:3][CH2:2]1.P([O-])([O-])([O-])=O.[K+].[K+].[K+].[CH2:30]([O:37][C:38]1[CH:39]=[C:40](B(O)O)[CH:41]=[CH:42][CH:43]=1)[C:31]1[CH:36]=[CH:35][CH:34]=[CH:33][CH:32]=1, predict the reaction product. The product is: [CH2:30]([O:37][C:38]1[CH:43]=[C:42](/[C:4](/[CH:1]2[CH2:2][CH2:3]2)=[C:5](/[CH3:10])\[C:6]([O:8][CH3:9])=[O:7])[CH:41]=[CH:40][CH:39]=1)[C:31]1[CH:36]=[CH:35][CH:34]=[CH:33][CH:32]=1.